From a dataset of Forward reaction prediction with 1.9M reactions from USPTO patents (1976-2016). Predict the product of the given reaction. (1) Given the reactants [Cl:1][C:2]1[CH:7]=[CH:6][CH:5]=[CH:4][C:3]=1[C:8]1[C:9]([C:16]2[CH:21]=[CH:20][C:19]([Cl:22])=[CH:18][CH:17]=2)=[CH:10][C:11]([NH:14][NH2:15])=[N:12][CH:13]=1.[F:23][C:24]([F:36])([F:35])[C:25]1[N:30]=[CH:29][C:28]([CH2:31][C:32](O)=[O:33])=[CH:27][CH:26]=1.ClC1C=CC=CC=1C1N=NC(NNC(=O)CC2C=CC(C(F)(F)F)=CC=2)=CC=1C1C=CC(Cl)=CC=1, predict the reaction product. The product is: [Cl:1][C:2]1[CH:7]=[CH:6][CH:5]=[CH:4][C:3]=1[C:8]1[C:9]([C:16]2[CH:21]=[CH:20][C:19]([Cl:22])=[CH:18][CH:17]=2)=[CH:10][C:11]([NH:14][NH:15][C:32](=[O:33])[CH2:31][C:28]2[CH:29]=[N:30][C:25]([C:24]([F:23])([F:36])[F:35])=[CH:26][CH:27]=2)=[N:12][CH:13]=1. (2) The product is: [F:43][C:42]([F:44])([F:45])[C:38]1[CH:37]=[C:36]([NH:33][C:34](=[O:35])[NH:1][C:2]2[CH:32]=[CH:31][C:5]([C:6]([C:8]3[CH:17]=[C:16]4[C:11]([N:12]=[CH:13][C:14]([CH:18]5[CH2:23][CH2:22][N:21]([C:24]([O:26][C:27]([CH3:28])([CH3:29])[CH3:30])=[O:25])[CH2:20][CH2:19]5)=[N:15]4)=[CH:10][CH:9]=3)=[O:7])=[CH:4][CH:3]=2)[CH:41]=[CH:40][CH:39]=1. Given the reactants [NH2:1][C:2]1[CH:32]=[CH:31][C:5]([C:6]([C:8]2[CH:17]=[C:16]3[C:11]([N:12]=[CH:13][C:14]([CH:18]4[CH2:23][CH2:22][N:21]([C:24]([O:26][C:27]([CH3:30])([CH3:29])[CH3:28])=[O:25])[CH2:20][CH2:19]4)=[N:15]3)=[CH:10][CH:9]=2)=[O:7])=[CH:4][CH:3]=1.[N:33]([C:36]1[CH:41]=[CH:40][CH:39]=[C:38]([C:42]([F:45])([F:44])[F:43])[CH:37]=1)=[C:34]=[O:35], predict the reaction product. (3) Given the reactants [CH3:1][C:2]1[CH:9]=[CH:8][C:5]([CH:6]=[O:7])=[CH:4][CH:3]=1.[N+:10]([CH3:13])([O-:12])=[O:11].[OH-].[Na+].C(O)(=O)C, predict the reaction product. The product is: [CH3:1][C:2]1[CH:9]=[CH:8][C:5]([CH:6]([OH:7])[CH2:13][N+:10]([O-:12])=[O:11])=[CH:4][CH:3]=1.